This data is from Reaction yield outcomes from USPTO patents with 853,638 reactions. The task is: Predict the reaction yield, written as a fraction of the theoretical maximum amount of product (1.0 means a 100% yield; for example, 0.34 means a 34% yield). The reactants are [Cl:1][C:2]1[CH:12]=[C:11](Br)[CH:10]=[CH:9][C:3]=1[C:4]([O:6][CH2:7][CH3:8])=[O:5].[CH:14]([B-](F)(F)F)=[CH2:15].[K+].C(=O)([O-])[O-].[K+].[K+]. The catalyst is CS(C)=O.O. The product is [Cl:1][C:2]1[CH:12]=[C:11]([CH:14]=[CH2:15])[CH:10]=[CH:9][C:3]=1[C:4]([O:6][CH2:7][CH3:8])=[O:5]. The yield is 0.690.